This data is from Forward reaction prediction with 1.9M reactions from USPTO patents (1976-2016). The task is: Predict the product of the given reaction. (1) Given the reactants Br[CH2:2][C:3]1[C:7]2[CH:8]=[C:9]([Cl:12])[CH:10]=[CH:11][C:6]=2[S:5][CH:4]=1.[N:13]1[CH:18]=[CH:17][CH:16]=[CH:15][C:14]=1[CH:19]1[CH2:24][CH2:23][NH:22][CH2:21][CH2:20]1, predict the reaction product. The product is: [Cl:12][C:9]1[CH:10]=[CH:11][C:6]2[S:5][CH:4]=[C:3]([CH2:2][N:22]3[CH2:23][CH2:24][CH:19]([C:14]4[CH:15]=[CH:16][CH:17]=[CH:18][N:13]=4)[CH2:20][CH2:21]3)[C:7]=2[CH:8]=1. (2) Given the reactants [Br:1][C:2]1[CH:7]=[CH:6][C:5]([F:8])=[CH:4][C:3]=1[N+:9]([O-])=O.[CH:12]([Mg]Br)=[CH2:13], predict the reaction product. The product is: [Br:1][C:2]1[CH:7]=[CH:6][C:5]([F:8])=[C:4]2[C:3]=1[NH:9][CH:13]=[CH:12]2. (3) Given the reactants [H-].[Na+].[CH3:3][N:4]([CH3:8])[CH2:5][CH2:6][OH:7].F[C:10]1[CH:28]=[CH:27][C:26]([I:29])=[CH:25][C:11]=1[C:12]([NH:14][C:15]1[CH:20]=[CH:19][CH:18]=[C:17]([C:21]([F:24])([F:23])[F:22])[CH:16]=1)=[O:13].O, predict the reaction product. The product is: [CH3:3][N:4]([CH3:8])[CH2:5][CH2:6][O:7][C:10]1[CH:28]=[CH:27][C:26]([I:29])=[CH:25][C:11]=1[C:12]([NH:14][C:15]1[CH:20]=[CH:19][CH:18]=[C:17]([C:21]([F:23])([F:24])[F:22])[CH:16]=1)=[O:13]. (4) Given the reactants CN(C(ON1[N:17]=[N:16][C:11]2[CH:12]=[CH:13]C=CC1=2)=[N+](C)C)C.F[P-](F)(F)(F)(F)F.CCN(C(C)C)C(C)C.[NH2:34][CH2:35][C:36]1[C:37]([CH3:51])=[CH:38][C:39]([NH:43][C:44](=[O:50])[O:45][C:46]([CH3:49])([CH3:48])[CH3:47])=[N:40][C:41]=1[CH3:42].CN([CH:55]=[O:56])C, predict the reaction product. The product is: [NH:17]1[CH:13]=[C:12]([C:55]([NH:34][CH2:35][C:36]2[C:37]([CH3:51])=[CH:38][C:39]([NH:43][C:44](=[O:50])[O:45][C:46]([CH3:47])([CH3:48])[CH3:49])=[N:40][C:41]=2[CH3:42])=[O:56])[CH:11]=[N:16]1. (5) Given the reactants [CH2:1]([O:5][C:6]1[C:14]2[CH:13]=[C:12]([C:15]([OH:17])=O)[S:11][C:10]=2[CH:9]=[CH:8][CH:7]=1)[CH:2]([CH3:4])[CH3:3].Cl.Cl.Cl.[N:21]1([CH2:28][CH2:29][N:30]2[CH2:35][CH2:34][CH:33]([NH2:36])[CH2:32][CH2:31]2)[CH2:27][CH2:26][CH2:25][CH2:24][CH2:23][CH2:22]1, predict the reaction product. The product is: [N:21]1([CH2:28][CH2:29][N:30]2[CH2:31][CH2:32][CH:33]([NH:36][C:15]([C:12]3[S:11][C:10]4[CH:9]=[CH:8][CH:7]=[C:6]([O:5][CH2:1][CH:2]([CH3:3])[CH3:4])[C:14]=4[CH:13]=3)=[O:17])[CH2:34][CH2:35]2)[CH2:27][CH2:26][CH2:25][CH2:24][CH2:23][CH2:22]1. (6) The product is: [OH:26][CH2:27][C:28]1[N:29]=[CH:30][C:31]([C:2]2[N:7]=[N:6][C:5]([C:8]([NH:11][S:12]([C:14]([CH3:17])([CH3:16])[CH3:15])=[O:13])([CH3:10])[CH3:9])=[CH:4][CH:3]=2)=[CH:32][CH:33]=1. Given the reactants Cl[C:2]1[N:7]=[N:6][C:5]([C:8]([NH:11][S:12]([C:14]([CH3:17])([CH3:16])[CH3:15])=[O:13])([CH3:10])[CH3:9])=[CH:4][CH:3]=1.[O-]P([O-])([O-])=O.[K+].[K+].[K+].[OH:26][CH2:27][C:28]1[CH:33]=[CH:32][C:31](B(O)O)=[CH:30][N:29]=1, predict the reaction product. (7) Given the reactants C(O)=O.[NH2:4][CH2:5][CH2:6][C:7]1[CH:31]=[CH:30][C:10]([NH:11][CH:12]2[CH2:17][CH2:16][N:15]([C:18]([NH:20][CH2:21][C:22]3[CH:27]=[CH:26][C:25]([F:28])=[CH:24][C:23]=3[F:29])=[O:19])[CH2:14][CH2:13]2)=[CH:9][CH:8]=1.C([Si]([O:49][C:50]1[CH:55]=[CH:54][C:53]([O:56][CH2:57][CH:58]2[CH2:60][O:59]2)=[CH:52][CH:51]=1)(C1C=CC=CC=1)C1C=CC=CC=1)(C)(C)C, predict the reaction product. The product is: [F:29][C:23]1[CH:24]=[C:25]([F:28])[CH:26]=[CH:27][C:22]=1[CH2:21][NH:20][C:18]([N:15]1[CH2:16][CH2:17][CH:12]([NH:11][C:10]2[CH:9]=[CH:8][C:7]([CH2:6][CH2:5][NH:4][CH2:60][C@H:58]([OH:59])[CH2:57][O:56][C:53]3[CH:54]=[CH:55][C:50]([OH:49])=[CH:51][CH:52]=3)=[CH:31][CH:30]=2)[CH2:13][CH2:14]1)=[O:19].